Dataset: Reaction yield outcomes from USPTO patents with 853,638 reactions. Task: Predict the reaction yield, written as a fraction of the theoretical maximum amount of product (1.0 means a 100% yield; for example, 0.34 means a 34% yield). (1) The reactants are [CH3:1][N:2](C)/[CH:3]=[CH:4]/[C:5](=O)[CH:6]([O:9][CH3:10])[O:7][CH3:8].C(O)(=O)C.C(N)=[NH:18]. The catalyst is O. The product is [CH3:8][O:7][CH:6]([O:9][CH3:10])[C:5]1[CH:4]=[CH:3][N:2]=[CH:1][N:18]=1. The yield is 0.700. (2) The reactants are [CH:1]1([CH2:4][O:5][C:6]2[CH:7]=[C:8]([C:16]3[NH:20][C:19]([CH2:21][O:22]CC4C=CC(OC)=CC=4)=[C:18]([C:32]([O:34][CH2:35][CH3:36])=[O:33])[CH:17]=3)[CH:9]=[CH:10][C:11]=2[O:12][CH:13]([F:15])[F:14])[CH2:3][CH2:2]1.ClCCl.ClC1C(=O)C(C#N)=C(C#N)C(=O)C=1Cl. The catalyst is O. The product is [CH:1]1([CH2:4][O:5][C:6]2[CH:7]=[C:8]([C:16]3[NH:20][C:19]([CH:21]=[O:22])=[C:18]([C:32]([O:34][CH2:35][CH3:36])=[O:33])[CH:17]=3)[CH:9]=[CH:10][C:11]=2[O:12][CH:13]([F:15])[F:14])[CH2:3][CH2:2]1. The yield is 0.490. (3) The reactants are [F:1][C:2]1[CH:3]=[C:4]([C:12]2[C:13]3[CH:20]([CH2:21][C:22]([NH:24][CH3:25])=[O:23])[CH2:19][CH2:18][C:14]=3[CH:15]=[N:16][CH:17]=2)[CH:5]=[CH:6][C:7]=1[C:8]([F:11])([F:10])[F:9].[CH2:26](N)[CH2:27]C. No catalyst specified. The product is [F:1][C:2]1[CH:3]=[C:4]([C:12]2[C:13]3[CH:20]([CH2:21][C:22]([NH:24][CH2:25][CH2:26][CH3:27])=[O:23])[CH2:19][CH2:18][C:14]=3[CH:15]=[N:16][CH:17]=2)[CH:5]=[CH:6][C:7]=1[C:8]([F:11])([F:9])[F:10]. The yield is 0.0400. (4) The reactants are [CH:1]1([N:4]2[C:8]([NH:9]C(=O)OC(C)(C)C)=[CH:7][CH:6]=[N:5]2)[CH2:3][CH2:2]1.FC(F)(F)C(O)=O. The catalyst is C(Cl)Cl. The product is [CH:1]1([N:4]2[C:8]([NH2:9])=[CH:7][CH:6]=[N:5]2)[CH2:3][CH2:2]1. The yield is 0.760.